This data is from Experimentally validated miRNA-target interactions with 360,000+ pairs, plus equal number of negative samples. The task is: Binary Classification. Given a miRNA mature sequence and a target amino acid sequence, predict their likelihood of interaction. (1) The miRNA is hsa-miR-1914-5p with sequence CCCUGUGCCCGGCCCACUUCUG. The protein sequence of the target gene is MSGSRQAGSGSAGTSPGSSAASSVTSASSSLSSSPSPPSVAVSAAALVSGGVAQAAGSGGLGGPVRPVLVAPAVSGSGGGAVSTGLSRHSCAARPSAGVGGSSSSLGSGSRKRPLLAPLCNGLINSYEDKSNDFVCPICFDMIEEAYMTKCGHSFCYKCIHQSLEDNNRCPKCNYVVDNIDHLYPNFLVNELILKQKQRFEEKRFKLDHSVSSTNGHRWQIFQDWLGTDQDNLDLANVNLMLELLVQKKKQLEAESHAAQLQILMEFLKVARRNKREQLEQIQKELSVLEEDIKRVEEMS.... Result: 0 (no interaction). (2) The miRNA is mmu-miR-146b-5p with sequence UGAGAACUGAAUUCCAUAGGCU. The protein sequence of the target gene is MLAVGPAMDRDYPQHEPPPAGSLLYSPPPLQSAMLHCPYWNTFSLPPYPAFSSDSRPFMSSASFLGSQPCPDTSYAPVATASSLPPKTCDFAQDSSYFEDFSNISIFSSSVDSLSDIVDTPDFLPADSLNQVSTIWDDNPAPSTHDKLFQLSRPFAGFEDFLPSHSTPLLVSYQEQSVQSQPEEEDEAEEEEAEELGHTETYADYVPSKSKIGKQHPDRVVETSTLSSVPPPDITYTLALPSDSGALSALQLEAITYACQQHEVLLPSGQRAGFLIGDGAGVGKGRTVAGVILENHLRGR.... Result: 0 (no interaction).